From a dataset of Peptide-MHC class II binding affinity with 134,281 pairs from IEDB. Regression. Given a peptide amino acid sequence and an MHC pseudo amino acid sequence, predict their binding affinity value. This is MHC class II binding data. (1) The peptide sequence is LIDDVLAILPLDDLK. The MHC is HLA-DQA10102-DQB10602 with pseudo-sequence HLA-DQA10102-DQB10602. The binding affinity (normalized) is 0.401. (2) The peptide sequence is WFIISIVQMAPVSAM. The MHC is DRB1_0701 with pseudo-sequence DRB1_0701. The binding affinity (normalized) is 0.465. (3) The peptide sequence is VFGSAFQGLFGGLNW. The MHC is DRB1_1501 with pseudo-sequence DRB1_1501. The binding affinity (normalized) is 0.0420. (4) The peptide sequence is FDISKISGEWYSIFL. The MHC is HLA-DQA10401-DQB10402 with pseudo-sequence HLA-DQA10401-DQB10402. The binding affinity (normalized) is 0.240. (5) The peptide sequence is VFLGSAYGIPKVPPG. The MHC is DRB1_0101 with pseudo-sequence DRB1_0101. The binding affinity (normalized) is 0.489. (6) The peptide sequence is LRKLCIEGKITNITT. The MHC is DRB1_0101 with pseudo-sequence DRB1_0101. The binding affinity (normalized) is 0.426. (7) The peptide sequence is GTVVLTATFALGAAL. The MHC is DRB1_1501 with pseudo-sequence DRB1_1501. The binding affinity (normalized) is 0.335.